Dataset: NCI-60 drug combinations with 297,098 pairs across 59 cell lines. Task: Regression. Given two drug SMILES strings and cell line genomic features, predict the synergy score measuring deviation from expected non-interaction effect. Drug 1: CN(C)C1=NC(=NC(=N1)N(C)C)N(C)C. Drug 2: CC1CCCC2(C(O2)CC(NC(=O)CC(C(C(=O)C(C1O)C)(C)C)O)C(=CC3=CSC(=N3)C)C)C. Cell line: 786-0. Synergy scores: CSS=-5.68, Synergy_ZIP=0.928, Synergy_Bliss=-2.17, Synergy_Loewe=-6.46, Synergy_HSA=-5.13.